This data is from Reaction yield outcomes from USPTO patents with 853,638 reactions. The task is: Predict the reaction yield, written as a fraction of the theoretical maximum amount of product (1.0 means a 100% yield; for example, 0.34 means a 34% yield). (1) The reactants are [Br:1][C:2]1[CH:7]=[CH:6][C:5]([C:8]([F:11])([F:10])[F:9])=[C:4]([N+:12]([O-])=O)[CH:3]=1.O.[Cl-].[NH4+]. The catalyst is C(O)C.C1COCC1. The product is [Br:1][C:2]1[CH:7]=[CH:6][C:5]([C:8]([F:9])([F:10])[F:11])=[C:4]([CH:3]=1)[NH2:12]. The yield is 0.900. (2) The reactants are [CH3:1][O:2][C:3]([C:5]1([C:8]2[CH:13]=[C:12](I)[C:11]([O:15][CH2:16][C:17]([CH3:19])=[CH2:18])=[C:10](I)[CH:9]=2)[CH2:7][CH2:6]1)=[O:4].CCCC[SnH](CCCC)CCCC.CC(N=NC(C#N)(C)C)(C#N)C. The catalyst is C1(C)C=CC=CC=1. The product is [CH3:1][O:2][C:3]([C:5]1([C:8]2[CH:13]=[CH:12][C:11]3[O:15][CH2:16][C:17]([CH3:19])([CH3:18])[C:10]=3[CH:9]=2)[CH2:7][CH2:6]1)=[O:4]. The yield is 0.620. (3) The reactants are [Si:1]([O:18][CH:19]1[CH2:22][N:21]([C:23]2[S:24][CH:25]=[C:26]([C:28](=[O:36])[N:29]([CH2:31][CH2:32][N:33]=[N+]=[N-])[CH3:30])[N:27]=2)[CH2:20]1)([C:14]([CH3:17])([CH3:16])[CH3:15])([C:8]1[CH:13]=[CH:12][CH:11]=[CH:10][CH:9]=1)[C:2]1[CH:7]=[CH:6][CH:5]=[CH:4][CH:3]=1.[N+:37]([C:40]1[CH:50]=[CH:49][C:43]([CH2:44][O:45][C:46](Cl)=[O:47])=[CH:42][CH:41]=1)([O-:39])=[O:38].C(N(CC)CC)C. The catalyst is CO.[OH-].[OH-].[Pd+2]. The product is [Si:1]([O:18][CH:19]1[CH2:22][N:21]([C:23]2[S:24][CH:25]=[C:26]([C:28](=[O:36])[N:29]([CH3:30])[CH2:31][CH2:32][NH:33][C:46]([O:45][CH2:44][C:43]3[CH:42]=[CH:41][C:40]([N+:37]([O-:39])=[O:38])=[CH:50][CH:49]=3)=[O:47])[N:27]=2)[CH2:20]1)([C:14]([CH3:17])([CH3:16])[CH3:15])([C:8]1[CH:13]=[CH:12][CH:11]=[CH:10][CH:9]=1)[C:2]1[CH:7]=[CH:6][CH:5]=[CH:4][CH:3]=1. The yield is 0.520. (4) The reactants are [NH:1]1[CH2:6][CH2:5][O:4][CH2:3][CH2:2]1.[H-].[Na+].Cl[C:10]1[CH:15]=[CH:14][C:13]([N+:16]([O-:18])=[O:17])=[CH:12][N:11]=1. The catalyst is C1COCC1. The product is [N+:16]([C:13]1[CH:14]=[CH:15][C:10]([N:1]2[CH2:6][CH2:5][O:4][CH2:3][CH2:2]2)=[N:11][CH:12]=1)([O-:18])=[O:17]. The yield is 0.630. (5) The product is [O:15]=[C:16]1[C:5]2[C:3](=[CH:2][CH:8]=[CH:7][C:6]=2[C:9]([F:12])([F:11])[F:10])[NH:4][CH:23]=[C:17]1[C:18]([OH:20])=[O:19]. The catalyst is CCCCCC. The reactants are Cl[C:2]1[CH:8]=[CH:7][C:6]([C:9]([F:12])([F:11])[F:10])=[CH:5][C:3]=1[NH2:4].C([O:15][CH:16]=[C:17]([C:23](OCC)=O)[C:18]([O:20]CC)=[O:19])C.C1(C)C=CC=CC=1. The yield is 0.940. (6) The reactants are [Cl:1][C:2]1[CH:7]=[CH:6][CH:5]=[CH:4][C:3]=1[CH2:8][N:9]1[C:13]([CH2:14]O)=[CH:12][N:11]=[C:10]1[S:16][CH2:17][CH2:18][CH3:19].S(Cl)([Cl:22])=O. No catalyst specified. The product is [ClH:1].[Cl:1][C:2]1[CH:7]=[CH:6][CH:5]=[CH:4][C:3]=1[CH2:8][N:9]1[C:13]([CH2:14][Cl:22])=[CH:12][N:11]=[C:10]1[S:16][CH2:17][CH2:18][CH3:19]. The yield is 0.940.